From a dataset of Full USPTO retrosynthesis dataset with 1.9M reactions from patents (1976-2016). Predict the reactants needed to synthesize the given product. (1) Given the product [S:44]1[CH:45]=[CH:46][CH:47]=[C:43]1[C:41]([C:40]1[CH:39]=[N:38][N:37]2[C:32]([C:28]3[CH:27]=[C:26]([NH:25][C:1](=[O:9])[C:2]4[CH:3]=[CH:4][N:5]=[CH:6][CH:7]=4)[CH:31]=[CH:30][CH:29]=3)=[CH:33][CH:34]=[N:35][C:36]=12)=[O:42], predict the reactants needed to synthesize it. The reactants are: [C:1]([OH:9])(=O)[C:2]1[CH:7]=[CH:6][N:5]=[CH:4][CH:3]=1.CN1CCOCC1.ClC(OCC(C)C)=O.[NH2:25][C:26]1[CH:27]=[C:28]([C:32]2[N:37]3[N:38]=[CH:39][C:40]([C:41]([C:43]4[S:44][CH:45]=[CH:46][CH:47]=4)=[O:42])=[C:36]3[N:35]=[CH:34][CH:33]=2)[CH:29]=[CH:30][CH:31]=1.C(N(CC)CC)C. (2) Given the product [CH:17]1([C:15]([NH:14][C:12]2[NH:11][C:10]3[CH:20]=[C:6]([O:5][C:4]4[CH:3]=[C:2]([NH:1][C:29](=[O:30])[C:28]5[CH:32]=[CH:33][CH:34]=[C:26]([C:25]([F:24])([F:35])[F:36])[CH:27]=5)[CH:23]=[CH:22][CH:21]=4)[CH:7]=[CH:8][C:9]=3[N:13]=2)=[O:16])[CH2:19][CH2:18]1, predict the reactants needed to synthesize it. The reactants are: [NH2:1][C:2]1[CH:3]=[C:4]([CH:21]=[CH:22][CH:23]=1)[O:5][C:6]1[CH:7]=[CH:8][C:9]2[N:13]=[C:12]([NH:14][C:15]([CH:17]3[CH2:19][CH2:18]3)=[O:16])[NH:11][C:10]=2[CH:20]=1.[F:24][C:25]([F:36])([F:35])[C:26]1[CH:27]=[C:28]([CH:32]=[CH:33][CH:34]=1)[C:29](O)=[O:30].Cl.C(N=C=NCCCN(C)C)C.CO. (3) The reactants are: [Cl:1][C:2]1[CH:7]=[CH:6][C:5]([NH:8][C:9]2[C:10](=O)[C:11](=[O:16])[C:12]=2[O:13]CC)=[C:4]([OH:18])[C:3]=1[S:19]([CH3:22])(=[O:21])=[O:20].[S:23]1[CH2:27][CH2:26][CH:25]([NH2:28])[CH2:24]1. Given the product [Cl:1][C:2]1[CH:7]=[CH:6][C:5]([NH:8][C:9]2[C:12](=[O:13])[C:11](=[O:16])[C:10]=2[NH:28][CH:25]2[CH2:26][CH2:27][S:23][CH2:24]2)=[C:4]([OH:18])[C:3]=1[S:19]([CH3:22])(=[O:20])=[O:21], predict the reactants needed to synthesize it. (4) Given the product [F:1][C:2]([F:9])([F:8])[CH2:3][CH2:4][C:5]([N:15]1[CH2:20][CH2:19][CH:18]([NH:21][C:22]([NH:24][C:25]2[CH:30]=[CH:29][C:28]([C:31]([F:32])([F:33])[F:34])=[CH:27][CH:26]=2)=[O:23])[CH2:17][CH2:16]1)=[O:6], predict the reactants needed to synthesize it. The reactants are: [F:1][C:2]([F:9])([F:8])[CH2:3][CH2:4][C:5](O)=[O:6].C([N:15]1[CH2:20][CH2:19][CH:18]([NH:21][C:22]([NH:24][C:25]2[CH:30]=[CH:29][C:28]([C:31]([F:34])([F:33])[F:32])=[CH:27][CH:26]=2)=[O:23])[CH2:17][CH2:16]1)(=O)C(C)C. (5) Given the product [Br:1][C:12]1[CH:13]=[C:8]([S:5]([CH2:3][CH3:4])(=[O:6])=[O:7])[CH:9]=[C:10]([N+:15]([O-:17])=[O:16])[C:11]=1[OH:14], predict the reactants needed to synthesize it. The reactants are: [Br:1]Br.[CH2:3]([S:5]([C:8]1[CH:13]=[CH:12][C:11]([OH:14])=[C:10]([N+:15]([O-:17])=[O:16])[CH:9]=1)(=[O:7])=[O:6])[CH3:4].